This data is from NCI-60 drug combinations with 297,098 pairs across 59 cell lines. The task is: Regression. Given two drug SMILES strings and cell line genomic features, predict the synergy score measuring deviation from expected non-interaction effect. (1) Drug 1: C1CC(C1)(C(=O)O)C(=O)O.[NH2-].[NH2-].[Pt+2]. Drug 2: C(CCl)NC(=O)N(CCCl)N=O. Cell line: SR. Synergy scores: CSS=62.2, Synergy_ZIP=3.67, Synergy_Bliss=5.31, Synergy_Loewe=2.52, Synergy_HSA=6.98. (2) Drug 1: CCC1=C2CN3C(=CC4=C(C3=O)COC(=O)C4(CC)O)C2=NC5=C1C=C(C=C5)O. Drug 2: CC1CCC2CC(C(=CC=CC=CC(CC(C(=O)C(C(C(=CC(C(=O)CC(OC(=O)C3CCCCN3C(=O)C(=O)C1(O2)O)C(C)CC4CCC(C(C4)OC)OCCO)C)C)O)OC)C)C)C)OC. Cell line: M14. Synergy scores: CSS=12.6, Synergy_ZIP=5.73, Synergy_Bliss=8.16, Synergy_Loewe=3.74, Synergy_HSA=6.52. (3) Drug 1: CS(=O)(=O)CCNCC1=CC=C(O1)C2=CC3=C(C=C2)N=CN=C3NC4=CC(=C(C=C4)OCC5=CC(=CC=C5)F)Cl. Drug 2: CC1=C(N=C(N=C1N)C(CC(=O)N)NCC(C(=O)N)N)C(=O)NC(C(C2=CN=CN2)OC3C(C(C(C(O3)CO)O)O)OC4C(C(C(C(O4)CO)O)OC(=O)N)O)C(=O)NC(C)C(C(C)C(=O)NC(C(C)O)C(=O)NCCC5=NC(=CS5)C6=NC(=CS6)C(=O)NCCC[S+](C)C)O. Cell line: SR. Synergy scores: CSS=73.4, Synergy_ZIP=1.80, Synergy_Bliss=1.39, Synergy_Loewe=-10.1, Synergy_HSA=2.99. (4) Drug 1: CC1CCC2CC(C(=CC=CC=CC(CC(C(=O)C(C(C(=CC(C(=O)CC(OC(=O)C3CCCCN3C(=O)C(=O)C1(O2)O)C(C)CC4CCC(C(C4)OC)O)C)C)O)OC)C)C)C)OC. Drug 2: CC1=C(C(=O)C2=C(C1=O)N3CC4C(C3(C2COC(=O)N)OC)N4)N. Cell line: HCT-15. Synergy scores: CSS=36.1, Synergy_ZIP=14.9, Synergy_Bliss=21.4, Synergy_Loewe=2.43, Synergy_HSA=14.7. (5) Drug 1: C#CCC(CC1=CN=C2C(=N1)C(=NC(=N2)N)N)C3=CC=C(C=C3)C(=O)NC(CCC(=O)O)C(=O)O. Drug 2: CC12CCC3C(C1CCC2OP(=O)(O)O)CCC4=C3C=CC(=C4)OC(=O)N(CCCl)CCCl.[Na+]. Cell line: SK-MEL-28. Synergy scores: CSS=27.8, Synergy_ZIP=-2.11, Synergy_Bliss=0.300, Synergy_Loewe=2.00, Synergy_HSA=0.459. (6) Drug 1: CCC1(CC2CC(C3=C(CCN(C2)C1)C4=CC=CC=C4N3)(C5=C(C=C6C(=C5)C78CCN9C7C(C=CC9)(C(C(C8N6C=O)(C(=O)OC)O)OC(=O)C)CC)OC)C(=O)OC)O.OS(=O)(=O)O. Drug 2: CC1=C(C=C(C=C1)NC(=O)C2=CC=C(C=C2)CN3CCN(CC3)C)NC4=NC=CC(=N4)C5=CN=CC=C5. Cell line: SW-620. Synergy scores: CSS=11.2, Synergy_ZIP=0.512, Synergy_Bliss=0.566, Synergy_Loewe=-20.7, Synergy_HSA=-2.60. (7) Drug 1: C(CCl)NC(=O)N(CCCl)N=O. Drug 2: B(C(CC(C)C)NC(=O)C(CC1=CC=CC=C1)NC(=O)C2=NC=CN=C2)(O)O. Cell line: OVCAR-4. Synergy scores: CSS=53.1, Synergy_ZIP=0.505, Synergy_Bliss=-0.335, Synergy_Loewe=-31.7, Synergy_HSA=-1.44.